This data is from Reaction yield outcomes from USPTO patents with 853,638 reactions. The task is: Predict the reaction yield, written as a fraction of the theoretical maximum amount of product (1.0 means a 100% yield; for example, 0.34 means a 34% yield). (1) The yield is 0.950. The catalyst is CC(C)=O. The product is [N:14]([CH2:2][CH2:3][CH2:4][CH2:5][CH2:6][CH2:7][CH2:8][CH2:9][CH2:10][C:11]([OH:13])=[O:12])=[N+:15]=[N-:16]. The reactants are Br[CH2:2][CH2:3][CH2:4][CH2:5][CH2:6][CH2:7][CH2:8][CH2:9][CH2:10][C:11]([OH:13])=[O:12].[N-:14]=[N+:15]=[N-:16].[Na+]. (2) The product is [C:19]([C:13]1[C:12]2[C:16](=[CH:17][CH:18]=[C:10]([CH2:9][CH:7]3[CH2:8][CH:6]3[C:4]([OH:5])=[O:3])[CH:11]=2)[NH:15][CH:14]=1)#[N:20]. The catalyst is CO. The yield is 0.810. The reactants are C([O:3][C:4]([CH:6]1[CH2:8][CH:7]1[CH2:9][C:10]1[CH:11]=[C:12]2[C:16](=[CH:17][CH:18]=1)[NH:15][CH:14]=[C:13]2[C:19]#[N:20])=[O:5])C.O.[OH-].[Li+]. (3) The reactants are [CH3:1][O:2][C:3]1[CH:8]=[CH:7][C:6]([NH:9][C:10]([C:12]2[CH:17]=[CH:16][CH:15]=[C:14]([C:18]3[CH:23]=[CH:22][CH:21]=[CH:20][C:19]=3[CH2:24][NH2:25])[N:13]=2)=[O:11])=[CH:5][CH:4]=1.[CH3:26][O:27][C:28]1[CH:33]=[CH:32][C:31]([CH2:34][C:35](Cl)=[O:36])=[CH:30][CH:29]=1.CCN(C(C)C)C(C)C. The catalyst is ClCCl. The product is [CH3:1][O:2][C:3]1[CH:4]=[CH:5][C:6]([NH:9][C:10]([C:12]2[CH:17]=[CH:16][CH:15]=[C:14]([C:18]3[CH:23]=[CH:22][CH:21]=[CH:20][C:19]=3[CH2:24][NH:25][C:35](=[O:36])[CH2:34][C:31]3[CH:32]=[CH:33][C:28]([O:27][CH3:26])=[CH:29][CH:30]=3)[N:13]=2)=[O:11])=[CH:7][CH:8]=1. The yield is 0.780. (4) The reactants are [C:1](Cl)(=[O:3])[CH3:2].[CH3:5][O:6][C:7]1[CH:8]=[CH:9][C:10]2[N:16]3[C:17]([C:20]4[CH:25]=[CH:24][C:23]([C:26]5[CH:31]=[CH:30][CH:29]=[CH:28][C:27]=5[O:32][CH3:33])=[CH:22][CH:21]=4)=[N:18][N:19]=[C:15]3[CH2:14][NH:13][CH2:12][C:11]=2[N:34]=1.C(N(C(C)C)C(C)C)C. The yield is 0.740. The product is [C:1]([N:13]1[CH2:12][C:11]2[N:34]=[C:7]([O:6][CH3:5])[CH:8]=[CH:9][C:10]=2[N:16]2[C:17]([C:20]3[CH:25]=[CH:24][C:23]([C:26]4[CH:31]=[CH:30][CH:29]=[CH:28][C:27]=4[O:32][CH3:33])=[CH:22][CH:21]=3)=[N:18][N:19]=[C:15]2[CH2:14]1)(=[O:3])[CH3:2]. The catalyst is ClCCl. (5) The reactants are [CH2:1]([O:3][C:4](=[O:22])[CH2:5][NH:6][CH2:7][CH2:8][NH:9][S:10]([C:13]1[S:14][C:15]2[CH:21]=[CH:20][CH:19]=[CH:18][C:16]=2[N:17]=1)(=[O:12])=[O:11])[CH3:2].[CH2:23]([O:33][C:34]([NH:36][C:37]1[N:45]=[CH:44][N:43]=[C:42]2[C:38]=1[N:39]=[CH:40][N:41]2[CH2:46][C:47](O)=[O:48])=[O:35])[C:24]1[CH:32]=[CH:31][C:30]2[O:29][CH2:28][O:27][C:26]=2[CH:25]=1. No catalyst specified. The product is [CH2:1]([O:3][C:4](=[O:22])[CH2:5][N:6]([CH2:7][CH2:8][NH:9][S:10]([C:13]1[S:14][C:15]2[CH:21]=[CH:20][CH:19]=[CH:18][C:16]=2[N:17]=1)(=[O:12])=[O:11])[C:47](=[O:48])[CH2:46][N:41]1[CH:40]=[N:39][C:38]2[C:42]1=[N:43][CH:44]=[N:45][C:37]=2[NH:36][C:34]([O:33][CH2:23][C:24]1[CH:32]=[CH:31][C:30]2[O:29][CH2:28][O:27][C:26]=2[CH:25]=1)=[O:35])[CH3:2]. The yield is 0.850.